This data is from Forward reaction prediction with 1.9M reactions from USPTO patents (1976-2016). The task is: Predict the product of the given reaction. (1) Given the reactants [CH3:1][O:2][C:3]1[CH:55]=[CH:54][C:6]([CH2:7][N:8]([CH2:45][C:46]2[CH:51]=[CH:50][C:49]([O:52][CH3:53])=[CH:48][CH:47]=2)[C:9]2[N:14]=[C:13]([CH3:15])[N:12]=[C:11]([C:16]3[CH:17]=[C:18]([CH:31]([OH:44])[C:32]4[CH:37]=[CH:36][C:35]([S:38]([N:41]([CH3:43])[CH3:42])(=[O:40])=[O:39])=[CH:34][CH:33]=4)[CH:19]=[N:20][C:21]=3[NH:22][C:23]3[CH:24]=[N:25][C:26]([O:29][CH3:30])=[CH:27][CH:28]=3)[N:10]=2)=[CH:5][CH:4]=1.N1C=CC=CC=1.[CH3:62][S:63](Cl)(=[O:65])=[O:64], predict the reaction product. The product is: [CH3:62][S:63]([O:44][CH:31]([C:18]1[CH:19]=[N:20][C:21]([NH:22][C:23]2[CH:24]=[N:25][C:26]([O:29][CH3:30])=[CH:27][CH:28]=2)=[C:16]([C:11]2[N:10]=[C:9]([N:8]([CH2:7][C:6]3[CH:5]=[CH:4][C:3]([O:2][CH3:1])=[CH:55][CH:54]=3)[CH2:45][C:46]3[CH:47]=[CH:48][C:49]([O:52][CH3:53])=[CH:50][CH:51]=3)[N:14]=[C:13]([CH3:15])[N:12]=2)[CH:17]=1)[C:32]1[CH:37]=[CH:36][C:35]([S:38](=[O:40])(=[O:39])[N:41]([CH3:43])[CH3:42])=[CH:34][CH:33]=1)(=[O:65])=[O:64]. (2) Given the reactants [N:1]1([C:6]2[CH:11]=[CH:10][C:9]([CH:12](O)[CH3:13])=[CH:8][CH:7]=2)[CH:5]=[CH:4][N:3]=[CH:2]1.S(Cl)([Cl:17])=O, predict the reaction product. The product is: [Cl:17][CH:12]([C:9]1[CH:10]=[CH:11][C:6]([N:1]2[CH:5]=[CH:4][N:3]=[CH:2]2)=[CH:7][CH:8]=1)[CH3:13]. (3) Given the reactants [Cl:1][C:2]1[CH:7]=[CH:6][CH:5]=[C:4]([F:8])[C:3]=1[N:9]1[C:18](=[O:19])[C:17]2[C:12](=[N:13][C:14](SC)=[N:15][CH:16]=2)[N:11]2[CH:22]=[CH:23][N:24]=[C:10]12.ClC1C=C(C=CC=1)C(OO)=O.[NH2:36][C:37]1[CH:38]=[N:39][C:40]2[CH2:41][CH2:42][N:43]([C:47]([O:49][C:50]([CH3:53])([CH3:52])[CH3:51])=[O:48])[CH2:44][C:45]=2[CH:46]=1, predict the reaction product. The product is: [C:50]([O:49][C:47]([N:43]1[CH2:42][CH2:41][C:40]2[N:39]=[CH:38][C:37]([NH:36][C:14]3[N:13]=[C:12]4[C:17]([C:18](=[O:19])[N:9]([C:3]5[C:4]([F:8])=[CH:5][CH:6]=[CH:7][C:2]=5[Cl:1])[C:10]5[N:11]4[CH:22]=[CH:23][N:24]=5)=[CH:16][N:15]=3)=[CH:46][C:45]=2[CH2:44]1)=[O:48])([CH3:53])([CH3:51])[CH3:52]. (4) Given the reactants [C@@H:1]12[CH2:7][C@@H:4]([CH2:5][CH2:6]1)[CH2:3][C@H:2]2[N:8]1[CH2:13][CH2:12][CH:11]([C:14]2[CH:19]=[CH:18][CH:17]=[CH:16][C:15]=2[O:20]C)[CH2:10][CH2:9]1.Br, predict the reaction product. The product is: [C@@H:1]12[CH2:7][C@@H:4]([CH2:5][CH2:6]1)[CH2:3][C@H:2]2[N:8]1[CH2:9][CH2:10][CH:11]([C:14]2[CH:19]=[CH:18][CH:17]=[CH:16][C:15]=2[OH:20])[CH2:12][CH2:13]1. (5) Given the reactants [Cl:1][C:2]1[N:7]=[CH:6][C:5]([CH2:8][C:9]([OH:11])=O)=[CH:4][CH:3]=1.Cl.[CH3:13][N:14]1[CH2:19][CH2:18][N:17]([C:20]2[CH:25]=[C:24]([C:26]3[CH:35]=[C:34]4[C:29]([CH2:30][CH2:31][NH:32][CH2:33]4)=[CH:28][CH:27]=3)[N:23]=[C:22]([NH2:36])[N:21]=2)[CH2:16][CH2:15]1, predict the reaction product. The product is: [Cl:1][C:2]1[N:7]=[CH:6][C:5]([CH2:8][C:9]([N:32]2[CH2:31][CH2:30][C:29]3[C:34](=[CH:35][C:26]([C:24]4[CH:25]=[C:20]([N:17]5[CH2:16][CH2:15][N:14]([CH3:13])[CH2:19][CH2:18]5)[N:21]=[C:22]([NH2:36])[N:23]=4)=[CH:27][CH:28]=3)[CH2:33]2)=[O:11])=[CH:4][CH:3]=1. (6) Given the reactants C([O:3][C:4]([CH2:6][S:7][C:8]1[CH:16]=[CH:15][C:11]([C:12]([OH:14])=O)=[CH:10][CH:9]=1)=[O:5])C.[C:17]([O:21][C:22](=[O:28])[NH:23][CH2:24][CH2:25][NH:26][CH3:27])([CH3:20])([CH3:19])[CH3:18], predict the reaction product. The product is: [C:17]([O:21][C:22]([NH:23][CH2:24][CH2:25][N:26]([CH3:27])[C:12]([C:11]1[CH:10]=[CH:9][C:8]([S:7][CH2:6][C:4]([OH:3])=[O:5])=[CH:16][CH:15]=1)=[O:14])=[O:28])([CH3:20])([CH3:19])[CH3:18].